From a dataset of Full USPTO retrosynthesis dataset with 1.9M reactions from patents (1976-2016). Predict the reactants needed to synthesize the given product. (1) Given the product [Cl:20][C:5]1[CH:4]=[C:3]([CH:2]([F:10])[F:1])[N:8]=[CH:7][N:6]=1, predict the reactants needed to synthesize it. The reactants are: [F:1][CH:2]([F:10])[C:3]1[NH:8][CH:7]=[N:6][C:5](=O)[CH:4]=1.C(N(CC)CC)C.P(Cl)(Cl)([Cl:20])=O. (2) The reactants are: [F:1][C:2]([F:34])([F:33])[C:3]1[CH:4]=[C:5]([CH:26]=[C:27]([C:29]([F:32])([F:31])[F:30])[CH:28]=1)[C:6]([N:8]1[CH2:13][CH2:12][N:11]([CH2:14][C:15]#[CH:16])[CH2:10][C@H:9]1[CH2:17][C:18]1[CH:23]=[CH:22][C:21]([CH3:24])=[C:20]([CH3:25])[CH:19]=1)=[O:7].Cl.[CH3:36][C:37]1([CH3:43])[CH2:42][O:41][CH2:40][CH2:39][NH:38]1.C=O.[CH:46](N(C(C)C)CC)(C)C. Given the product [F:34][C:2]([F:1])([F:33])[C:3]1[CH:4]=[C:5]([CH:26]=[C:27]([C:29]([F:30])([F:31])[F:32])[CH:28]=1)[C:6]([N:8]1[CH2:13][CH2:12][N:11]([CH2:14][C:15]#[C:16][CH2:46][N:38]2[CH2:39][CH2:40][O:41][CH2:42][C:37]2([CH3:43])[CH3:36])[CH2:10][C@H:9]1[CH2:17][C:18]1[CH:23]=[CH:22][C:21]([CH3:24])=[C:20]([CH3:25])[CH:19]=1)=[O:7], predict the reactants needed to synthesize it. (3) Given the product [CH2:1]([S:8][C:9]1[C:10]([O:21][CH3:22])=[CH:11][S:12][C:13]=1[C:14]([F:17])([F:16])[F:15])[C:2]1[CH:3]=[CH:4][CH:5]=[CH:6][CH:7]=1, predict the reactants needed to synthesize it. The reactants are: [CH2:1]([S:8][C:9]1[C:10]([O:21][CH3:22])=[C:11](C(O)=O)[S:12][C:13]=1[C:14]([F:17])([F:16])[F:15])[C:2]1[CH:7]=[CH:6][CH:5]=[CH:4][CH:3]=1. (4) Given the product [CH3:1][S:2]([C:5]1[CH:32]=[CH:31][C:8]([CH2:9][NH:10][C:11]([C:13]2[C:18](=[O:19])[C:17]([C:33]3[CH:38]=[CH:37][CH:36]=[CH:35][CH:34]=3)=[C:16]([CH3:21])[N:15]([CH2:22][C:23]3[CH:28]=[CH:27][C:26]([C:29]#[N:30])=[CH:25][CH:24]=3)[CH:14]=2)=[O:12])=[CH:7][CH:6]=1)(=[O:4])=[O:3], predict the reactants needed to synthesize it. The reactants are: [CH3:1][S:2]([C:5]1[CH:32]=[CH:31][C:8]([CH2:9][NH:10][C:11]([C:13]2[C:18](=[O:19])[C:17](Br)=[C:16]([CH3:21])[N:15]([CH2:22][C:23]3[CH:28]=[CH:27][C:26]([C:29]#[N:30])=[CH:25][CH:24]=3)[CH:14]=2)=[O:12])=[CH:7][CH:6]=1)(=[O:4])=[O:3].[C:33]1(B(O)O)[CH:38]=[CH:37][CH:36]=[CH:35][CH:34]=1.C([O-])([O-])=O.[K+].[K+]. (5) The reactants are: C1(C)C=CC(S(O)(=O)=O)=CC=1.[C:12]([C:15]1[CH:45]=[CH:44][C:18]([O:19][CH2:20][C:21]2[CH:26]=[CH:25][C:24]([CH:27]([O:37]C3CCCCO3)[C:28]3[CH:29]=[C:30]([CH:34]=[CH:35][CH:36]=3)[C:31]([OH:33])=[O:32])=[CH:23][CH:22]=2)=[C:17]([Cl:46])[C:16]=1[OH:47])(=[O:14])[CH3:13]. Given the product [C:12]([C:15]1[CH:45]=[CH:44][C:18]([O:19][CH2:20][C:21]2[CH:22]=[CH:23][C:24]([CH:27]([OH:37])[C:28]3[CH:29]=[C:30]([CH:34]=[CH:35][CH:36]=3)[C:31]([OH:33])=[O:32])=[CH:25][CH:26]=2)=[C:17]([Cl:46])[C:16]=1[OH:47])(=[O:14])[CH3:13], predict the reactants needed to synthesize it. (6) Given the product [Br:8][C:9]1[N:10]=[C:11]([CH2:15][N:6]=[S:4]([CH3:7])([CH3:3])=[O:5])[CH:12]=[CH:13][CH:14]=1, predict the reactants needed to synthesize it. The reactants are: [H-].[K+].[CH3:3][S:4]([CH3:7])(=[NH:6])=[O:5].[Br:8][C:9]1[CH:14]=[CH:13][CH:12]=[C:11]([CH2:15]Br)[N:10]=1.